From a dataset of Full USPTO retrosynthesis dataset with 1.9M reactions from patents (1976-2016). Predict the reactants needed to synthesize the given product. (1) Given the product [CH3:1][C:2]1[N:3]([CH2:13][C:14]([O:16][CH2:17][CH3:18])=[O:15])[C:4]2[CH2:5][CH2:6][C:7]([CH3:12])([CH3:11])[CH2:8][C:9]=2[C:10]=1[C:37](=[O:38])[C:36]1[CH:40]=[CH:41][C:33]([S:30]([N:25]2[CH2:29][CH2:28][CH2:27][CH2:26]2)(=[O:32])=[O:31])=[CH:34][CH:35]=1, predict the reactants needed to synthesize it. The reactants are: [CH3:1][C:2]1[N:3]([CH2:13][C:14]([O:16][CH2:17][CH3:18])=[O:15])[C:4]2[CH2:5][CH2:6][C:7]([CH3:12])([CH3:11])[CH2:8][C:9]=2[CH:10]=1.[Cl-].C([Al+]CC)C.[N:25]1([S:30]([C:33]2[CH:41]=[CH:40][C:36]([C:37](Cl)=[O:38])=[CH:35][CH:34]=2)(=[O:32])=[O:31])[CH2:29][CH2:28][CH2:27][CH2:26]1.Cl. (2) Given the product [Br:20][C:7]1[C:8]([C:13]#[N:14])=[N:9][N:10]([CH2:11][CH3:12])[C:6]=1[CH2:5][CH2:4][CH2:3][CH2:2][Cl:1], predict the reactants needed to synthesize it. The reactants are: [Cl:1][CH2:2][CH2:3][CH2:4][CH2:5][C:6]1[N:10]([CH2:11][CH3:12])[N:9]=[C:8]([C:13]#[N:14])[CH:7]=1.C([O-])(=O)C.[K+].[Br:20]Br.